This data is from Full USPTO retrosynthesis dataset with 1.9M reactions from patents (1976-2016). The task is: Predict the reactants needed to synthesize the given product. (1) Given the product [CH:14]([NH:13][C:12]1[C:7]2[N:8]([C:34](=[O:35])[NH:5][N:6]=2)[CH:9]=[C:10]([C:17]2[CH:18]=[C:19]([CH:31]=[CH:32][CH:33]=2)[C:20]([NH:22][CH2:23][CH2:24][C:25]2[CH:30]=[CH:29][CH:28]=[CH:27][CH:26]=2)=[O:21])[N:11]=1)([CH3:16])[CH3:15], predict the reactants needed to synthesize it. The reactants are: C([N:5]1[C:34](=[O:35])[N:8]2[CH:9]=[C:10]([C:17]3[CH:18]=[C:19]([CH:31]=[CH:32][CH:33]=3)[C:20]([NH:22][CH2:23][CH2:24][C:25]3[CH:30]=[CH:29][CH:28]=[CH:27][CH:26]=3)=[O:21])[N:11]=[C:12]([NH:13][CH:14]([CH3:16])[CH3:15])[C:7]2=[N:6]1)(C)(C)C.B(Br)(Br)Br. (2) Given the product [NH:8]1[CH2:9][CH2:10][CH:11]([CH2:14][C:15]2[CH:16]=[CH:17][C:18]([C:19]#[N:20])=[CH:21][CH:22]=2)[CH2:12][CH2:13]1, predict the reactants needed to synthesize it. The reactants are: C([N:8]1[CH2:13][CH2:12][C:11](=[CH:14][C:15]2[CH:22]=[CH:21][C:18]([C:19]#[N:20])=[CH:17][CH:16]=2)[CH2:10][CH2:9]1)C1C=CC=CC=1. (3) Given the product [OH:17][CH:14]1[CH2:15][CH2:16][CH:11]([NH:10][C:8]([NH:7][C:1]2[CH:6]=[CH:5][CH:4]=[CH:3][CH:2]=2)=[O:9])[CH2:12][CH2:13]1, predict the reactants needed to synthesize it. The reactants are: [C:1]1([N:7]=[C:8]=[O:9])[CH:6]=[CH:5][CH:4]=[CH:3][CH:2]=1.[NH2:10][C@H:11]1[CH2:16][CH2:15][C@H:14]([OH:17])[CH2:13][CH2:12]1. (4) Given the product [CH2:19]([N:10]([CH2:11]/[CH:12]=[CH:13]\[CH2:14][OH:15])[C:8](=[O:9])[CH:7]([C:21]1[CH:26]=[CH:25][CH:24]=[CH:23][CH:22]=1)[C:1]1[CH:6]=[CH:5][CH:4]=[CH:3][CH:2]=1)[CH3:20], predict the reactants needed to synthesize it. The reactants are: [C:1]1([CH:7]([C:21]2[CH:26]=[CH:25][CH:24]=[CH:23][CH:22]=2)[C:8]([N:10]([CH2:19][CH3:20])[CH2:11]/[CH:12]=[CH:13]\[CH2:14][O:15]C(=O)C)=[O:9])[CH:6]=[CH:5][CH:4]=[CH:3][CH:2]=1.C([O-])([O-])=O.[K+].[K+].O.